From a dataset of Full USPTO retrosynthesis dataset with 1.9M reactions from patents (1976-2016). Predict the reactants needed to synthesize the given product. (1) Given the product [CH2:1]([N:8]1[C:16]([OH:17])=[N:15][C:14]2[C:9]1=[N:10][C:11]([CH2:19][CH2:20][C:21]([OH:23])=[O:22])=[N:12][C:13]=2[NH2:18])[C:2]1[CH:3]=[CH:4][CH:5]=[CH:6][CH:7]=1, predict the reactants needed to synthesize it. The reactants are: [CH2:1]([N:8]1[C:16]([OH:17])=[N:15][C:14]2[C:9]1=[N:10][C:11]([CH2:19][CH:20](C(OC)=O)[C:21]([O:23]C)=[O:22])=[N:12][C:13]=2[NH2:18])[C:2]1[CH:7]=[CH:6][CH:5]=[CH:4][CH:3]=1.Cl.C(=O)([O-])O.[Na+]. (2) The reactants are: [F:1][C:2]1[CH:3]=[C:4]([CH2:19][OH:20])[CH:5]=[CH:6][C:7]=1[O:8][C:9]1[CH:10]=[N:11][C:12]([C:15]([F:18])([F:17])[F:16])=[CH:13][CH:14]=1.Cl[C:22]1[CH:23]=[C:24]2[N:31](C(OC(C)(C)C)=O)[C:30]([CH3:40])([CH3:39])[CH2:29][N:25]2[C:26](=[O:28])[N:27]=1. Given the product [F:1][C:2]1[CH:3]=[C:4]([CH:5]=[CH:6][C:7]=1[O:8][C:9]1[CH:10]=[N:11][C:12]([C:15]([F:16])([F:17])[F:18])=[CH:13][CH:14]=1)[CH2:19][O:20][C:22]1[CH:23]=[C:24]2[NH:31][C:30]([CH3:40])([CH3:39])[CH2:29][N:25]2[C:26](=[O:28])[N:27]=1, predict the reactants needed to synthesize it. (3) Given the product [F:25][C:26]1[C:34]([O:35][C:2]2[C:11]3[C:6](=[CH:7][C:8]([O:14][CH2:15][CH2:16][CH2:17][N:18]4[CH2:23][CH2:22][N:21]([CH3:24])[CH2:20][CH2:19]4)=[C:9]([O:12][CH3:13])[CH:10]=3)[N:5]=[CH:4][N:3]=2)=[CH:33][CH:32]=[C:31]2[C:27]=1[CH:28]=[C:29]([CH3:36])[NH:30]2, predict the reactants needed to synthesize it. The reactants are: Cl[C:2]1[C:11]2[C:6](=[CH:7][C:8]([O:14][CH2:15][CH2:16][CH2:17][N:18]3[CH2:23][CH2:22][N:21]([CH3:24])[CH2:20][CH2:19]3)=[C:9]([O:12][CH3:13])[CH:10]=2)[N:5]=[CH:4][N:3]=1.[F:25][C:26]1[C:34]([OH:35])=[CH:33][CH:32]=[C:31]2[C:27]=1[CH:28]=[C:29]([CH3:36])[NH:30]2. (4) Given the product [F:19][C:20]1[CH:21]=[C:22]([O:26][CH3:27])[CH:23]=[CH:24][C:25]=1[C:11]([C:10]1[CH:14]=[CH:15][C:7]([C:6]([F:18])([F:17])[F:5])=[CH:8][CH:9]=1)=[O:12], predict the reactants needed to synthesize it. The reactants are: [Cl-].[Al+3].[Cl-].[Cl-].[F:5][C:6]([F:18])([F:17])[C:7]1[CH:15]=[CH:14][C:10]([C:11](Cl)=[O:12])=[C:9](F)[CH:8]=1.[F:19][C:20]1[CH:21]=[C:22]([O:26][CH3:27])[CH:23]=[CH:24][CH:25]=1. (5) The reactants are: Cl.Cl.[F:3][C:4]1[CH:9]=[CH:8][C:7]([C:10]2[C:19]3[CH2:18][NH:17][CH2:16][C:15]([CH3:21])([CH3:20])[C:14]=3[N:13]=[C:12]([CH:22]([CH3:24])[CH3:23])[C:11]=2[CH:25]([OH:30])[C:26]([O:28][CH3:29])=[O:27])=[CH:6][CH:5]=1.CCN(CC)CC.[F:45][C:44]([F:47])([F:46])[C:43](O[C:43](=[O:48])[C:44]([F:47])([F:46])[F:45])=[O:48].C(O[C:55]([CH3:58])([CH3:57])[CH3:56])(=O)C.Cl(O)(=O)(=O)=O. Given the product [C:55]([O:30][CH:25]([C:11]1[C:12]([CH:22]([CH3:24])[CH3:23])=[N:13][C:14]2[C:15]([CH3:20])([CH3:21])[CH2:16][N:17]([C:43](=[O:48])[C:44]([F:45])([F:46])[F:47])[CH2:18][C:19]=2[C:10]=1[C:7]1[CH:8]=[CH:9][C:4]([F:3])=[CH:5][CH:6]=1)[C:26]([O:28][CH3:29])=[O:27])([CH3:58])([CH3:57])[CH3:56], predict the reactants needed to synthesize it.